From a dataset of Reaction yield outcomes from USPTO patents with 853,638 reactions. Predict the reaction yield, written as a fraction of the theoretical maximum amount of product (1.0 means a 100% yield; for example, 0.34 means a 34% yield). (1) The reactants are [F:1][C:2]1[CH:7]=[CH:6][C:5]([CH2:8][CH2:9][N:10]2[C:22](=[O:23])[C:21]3[C:20]([OH:24])=[C:19]4[C:14]([CH:15]=[CH:16][CH:17]=[N:18]4)=[C:13]([OH:25])[C:12]=3[C:11]2=[O:26])=[CH:4][CH:3]=1.[OH-].[Na+].[CH2:29]([O:31][C:32](Cl)=[O:33])[CH3:30].[C:35]1([CH:41]([C:44]2[CH:49]=[CH:48][CH:47]=[CH:46][CH:45]=2)[N+]#N)[CH:40]=[CH:39][CH:38]=[CH:37][CH:36]=1. The catalyst is O1CCOCC1.ClCCl.O. The product is [CH2:29]([O:31][C:32](=[O:33])[O:25][C:13]1[C:12]2[C:11](=[O:26])[N:10]([CH2:9][CH2:8][C:5]3[CH:6]=[CH:7][C:2]([F:1])=[CH:3][CH:4]=3)[C:22](=[O:23])[C:21]=2[C:20]([O:24][CH:41]([C:35]2[CH:40]=[CH:39][CH:38]=[CH:37][CH:36]=2)[C:44]2[CH:49]=[CH:48][CH:47]=[CH:46][CH:45]=2)=[C:19]2[C:14]=1[CH:15]=[CH:16][CH:17]=[N:18]2)[CH3:30]. The yield is 0.650. (2) The reactants are [N:1]1([CH:10]([C:15]2[CH:20]=[CH:19][CH:18]=[CH:17][CH:16]=2)[CH:11]([OH:14])[CH2:12][OH:13])[C:9]2[C:4](=[CH:5][CH:6]=[CH:7][CH:8]=2)[CH:3]=[CH:2]1.[C:21]1([CH3:31])[CH:26]=[CH:25][C:24]([S:27](Cl)(=[O:29])=[O:28])=[CH:23][CH:22]=1. The catalyst is N1C=CC=CC=1.O. The product is [OH:14][CH:11]([CH:10]([N:1]1[C:9]2[C:4](=[CH:5][CH:6]=[CH:7][CH:8]=2)[CH:3]=[CH:2]1)[C:15]1[CH:20]=[CH:19][CH:18]=[CH:17][CH:16]=1)[CH2:12][O:13][S:27]([C:24]1[CH:25]=[CH:26][C:21]([CH3:31])=[CH:22][CH:23]=1)(=[O:29])=[O:28]. The yield is 0.690. (3) The product is [Br:11][C:12]1[CH:13]=[C:14]2[C:19](=[CH:20][CH:21]=1)[CH:18]([C:3]([O:7][CH2:8][CH3:9])=[O:10])[C:17](=[O:22])[CH2:16][CH2:15]2. The reactants are [H-].[Na+].[C:3](=[O:10])([O:7][CH2:8][CH3:9])OCC.[Br:11][C:12]1[CH:13]=[C:14]2[C:19](=[CH:20][CH:21]=1)[CH2:18][C:17](=[O:22])[CH2:16][CH2:15]2.C(O)(=O)C. The yield is 0.590. The catalyst is C1C=CC=CC=1. (4) The product is [F:1][C:2]1[CH:7]=[C:6]([B:23]([OH:26])[OH:24])[C:5]([O:9][CH3:10])=[CH:4][C:3]=1[C:11]1[CH:16]=[CH:15][CH:14]=[C:13]([F:17])[CH:12]=1. The yield is 0.480. The catalyst is C1COCC1. The reactants are [F:1][C:2]1[CH:7]=[C:6](I)[C:5]([O:9][CH3:10])=[CH:4][C:3]=1[C:11]1[CH:16]=[CH:15][CH:14]=[C:13]([F:17])[CH:12]=1.[Li]CCCC.[B:23](OC)([O:26]C)[O:24]C.